Dataset: Peptide-MHC class I binding affinity with 185,985 pairs from IEDB/IMGT. Task: Regression. Given a peptide amino acid sequence and an MHC pseudo amino acid sequence, predict their binding affinity value. This is MHC class I binding data. The peptide sequence is FSDVSHWWQ. The MHC is HLA-B15:09 with pseudo-sequence HLA-B15:09. The binding affinity (normalized) is 0.0847.